Task: Predict the reaction yield, written as a fraction of the theoretical maximum amount of product (1.0 means a 100% yield; for example, 0.34 means a 34% yield).. Dataset: Reaction yield outcomes from USPTO patents with 853,638 reactions (1) The reactants are [CH:1]([C:4]1[CH:9]=[CH:8][CH:7]=[CH:6][C:5]=1[NH:10][C:11]([NH:13]/[N:14]=[CH:15]/[C:16]1[CH:21]=[CH:20][C:19]([C:22]2[N:26]=[CH:25][N:24]([C:27]3[CH:32]=[CH:31][C:30]([O:33][C:34]([F:37])([F:36])[F:35])=[CH:29][CH:28]=3)[N:23]=2)=[CH:18][CH:17]=1)=[S:12])([CH3:3])[CH3:2].[C:38](Cl)(=[O:41])[CH:39]=[CH2:40]. The catalyst is CC(=O)CC.C(Cl)Cl. The product is [CH:1]([C:4]1[CH:9]=[CH:8][CH:7]=[CH:6][C:5]=1[N:10]1[C:38](=[O:41])[CH2:39][CH2:40][S:12]/[C:11]/1=[N:13]/[N:14]=[CH:15]\[C:16]1[CH:17]=[CH:18][C:19]([C:22]2[N:26]=[CH:25][N:24]([C:27]3[CH:28]=[CH:29][C:30]([O:33][C:34]([F:37])([F:35])[F:36])=[CH:31][CH:32]=3)[N:23]=2)=[CH:20][CH:21]=1)([CH3:3])[CH3:2]. The yield is 0.230. (2) The reactants are [N:1]1([C:6]2[CH:11]=[CH:10][C:9](/[CH:12]=[CH:13]/[C:14]([C:16]3[CH:21]=[C:20]([Cl:22])[CH:19]=[C:18]([Cl:23])[CH:17]=3)=[O:15])=[CH:8][CH:7]=2)[CH:5]=[N:4][CH:3]=[N:2]1.[F:24][C:25]([Si](C)(C)C)([F:27])[F:26].[F-].C([N+](CCCC)(CCCC)CCCC)CCC.Cl. The catalyst is C1COCC1. The product is [N:1]1([C:6]2[CH:11]=[CH:10][C:9](/[CH:12]=[CH:13]/[C:14]([C:16]3[CH:17]=[C:18]([Cl:23])[CH:19]=[C:20]([Cl:22])[CH:21]=3)([OH:15])[C:25]([F:27])([F:26])[F:24])=[CH:8][CH:7]=2)[CH:5]=[N:4][CH:3]=[N:2]1. The yield is 0.250. (3) The catalyst is O1CCCC1.C(O)C. The product is [Cl:1][C:2]1[CH:7]=[C:6]([C:8]([F:9])([F:10])[F:11])[CH:5]=[CH:4][C:3]=1[NH:12][C:13]1[CH:18]=[C:17]([O:19][CH2:20][CH2:21][O:22][CH3:23])[CH:16]=[CH:15][C:14]=1/[CH:24]=[CH:25]/[C:26]([OH:28])=[O:27]. The reactants are [Cl:1][C:2]1[CH:7]=[C:6]([C:8]([F:11])([F:10])[F:9])[CH:5]=[CH:4][C:3]=1[NH:12][C:13]1[CH:18]=[C:17]([O:19][CH2:20][CH2:21][O:22][CH3:23])[CH:16]=[CH:15][C:14]=1/[CH:24]=[CH:25]/[C:26]([O:28]CC)=[O:27].[OH-].[Na+]. The yield is 0.550. (4) The reactants are [N+:1]([O-:4])(O)=[O:2].[O:5]1[C:13]2[C:8](=[N:9][CH:10]=[CH:11][CH:12]=2)[NH:7][C:6]1=[O:14]. The catalyst is S(=O)(=O)(O)O. The product is [N+:1]([C:11]1[CH:12]=[C:13]2[O:5][C:6](=[O:14])[NH:7][C:8]2=[N:9][CH:10]=1)([O-:4])=[O:2]. The yield is 0.390. (5) The reactants are [CH3:1][NH:2][CH:3]1[CH2:16][C:15]2[C:6]([CH3:25])([CH:7]3[CH:12]([CH2:13][CH:14]=2)[CH:11]2[CH2:17][CH2:18][CH:19]4[CH:20]([CH3:24])[N:21]([CH3:23])[CH2:22][C:10]24[CH2:9][CH2:8]3)[CH2:5][CH2:4]1.[N:26]1([C:31](Cl)=[O:32])[CH2:30][CH2:29][CH2:28][CH2:27]1.C(N(CC)CC)C. The catalyst is ClCCl. The product is [CH3:1][N:2]([CH:3]1[CH2:16][C:15]2[C:6]([CH3:25])([CH:7]3[CH:12]([CH2:13][CH:14]=2)[CH:11]2[CH2:17][CH2:18][CH:19]4[CH:20]([CH3:24])[N:21]([CH3:23])[CH2:22][C:10]24[CH2:9][CH2:8]3)[CH2:5][CH2:4]1)[C:31]([N:26]1[CH2:30][CH2:29][CH2:28][CH2:27]1)=[O:32]. The yield is 0.870.